From a dataset of Forward reaction prediction with 1.9M reactions from USPTO patents (1976-2016). Predict the product of the given reaction. (1) Given the reactants Cl.[F:2][C:3]1[CH:8]=[CH:7][C:6]([CH:9]([C:17]2[CH:22]=[CH:21][C:20]([F:23])=[CH:19][CH:18]=2)[CH:10]2[C:15](=[O:16])[CH2:14][CH2:13][NH:12][CH2:11]2)=[CH:5][CH:4]=1.[C:24]([C:26]1[CH:33]=[CH:32][C:29]([CH2:30]Br)=[CH:28][CH:27]=1)#[N:25].C(=O)([O-])[O-].[K+].[K+], predict the reaction product. The product is: [F:2][C:3]1[CH:8]=[CH:7][C:6]([CH:9]([C:17]2[CH:18]=[CH:19][C:20]([F:23])=[CH:21][CH:22]=2)[CH:10]2[C:15](=[O:16])[CH2:14][CH2:13][N:12]([CH2:30][C:29]3[CH:32]=[CH:33][C:26]([C:24]#[N:25])=[CH:27][CH:28]=3)[CH2:11]2)=[CH:5][CH:4]=1. (2) Given the reactants [CH3:1][O:2][C:3]1[C:12]2CC[CH2:9][CH2:8][C:7]=2[CH:6]=[CH:5][C:4]=1[CH:13]1[CH2:18][CH2:17][N:16]([C:19](=[O:21])[CH3:20])[CH2:15][CH2:14]1.[CH2:22](I)C, predict the reaction product. The product is: [CH2:1]([O:2][C:3]1[CH:12]=[C:7]([CH2:8][CH3:9])[CH:6]=[CH:5][C:4]=1[CH:13]1[CH2:18][CH2:17][N:16]([C:19](=[O:21])[CH3:20])[CH2:15][CH2:14]1)[CH3:22]. (3) Given the reactants [CH2:1]([O:3][C:4](=[O:26])[CH:5]([NH:17][C:18]1[CH:23]=[CH:22][C:21]([C:24]#[N:25])=[CH:20][CH:19]=1)[C:6]1[CH:11]=[C:10]([O:12][CH2:13][CH3:14])[CH:9]=[C:8]([OH:15])[C:7]=1[F:16])[CH3:2].[C:27]([O:31][C:32]([N:34]1[CH2:39][CH2:38][CH:37](O)[CH2:36][CH2:35]1)=[O:33])([CH3:30])([CH3:29])[CH3:28], predict the reaction product. The product is: [C:27]([O:31][C:32]([N:34]1[CH2:39][CH2:38][CH:37]([O:15][C:8]2[CH:9]=[C:10]([O:12][CH2:13][CH3:14])[CH:11]=[C:6]([CH:5]([NH:17][C:18]3[CH:19]=[CH:20][C:21]([C:24]#[N:25])=[CH:22][CH:23]=3)[C:4]([O:3][CH2:1][CH3:2])=[O:26])[C:7]=2[F:16])[CH2:36][CH2:35]1)=[O:33])([CH3:30])([CH3:28])[CH3:29].